This data is from Full USPTO retrosynthesis dataset with 1.9M reactions from patents (1976-2016). The task is: Predict the reactants needed to synthesize the given product. The reactants are: S(Cl)(Cl)=O.[O:5]=[C:6]1[NH:11][C:10]([N:12]2[CH2:17][CH2:16][CH2:15][CH2:14][CH2:13]2)=[N:9][C:8]([C:18]2[CH:23]=[CH:22][CH:21]=[CH:20][CH:19]=2)=[C:7]1[CH:24]([CH2:28][CH2:29][CH3:30])[C:25]([OH:27])=[O:26].[CH3:31]O. Given the product [O:5]=[C:6]1[NH:11][C:10]([N:12]2[CH2:17][CH2:16][CH2:15][CH2:14][CH2:13]2)=[N:9][C:8]([C:18]2[CH:19]=[CH:20][CH:21]=[CH:22][CH:23]=2)=[C:7]1[CH:24]([CH2:28][CH2:29][CH3:30])[C:25]([O:27][CH3:31])=[O:26], predict the reactants needed to synthesize it.